This data is from Full USPTO retrosynthesis dataset with 1.9M reactions from patents (1976-2016). The task is: Predict the reactants needed to synthesize the given product. (1) Given the product [C:44](=[O:45])([O:46][CH2:47][CH2:48][CH2:49][CH2:50][CH2:51][CH3:52])[O:21][C:20]1[CH:19]=[CH:18][C:15]2[C:14](=[CH:13][C:12]([O:11][CH2:10][CH2:9][CH2:8][CH2:7][N:6]3[CH2:5][CH2:4][N:3]([C:23]4[CH:28]=[CH:27][CH:26]=[C:25]([Cl:29])[C:24]=4[Cl:30])[CH2:2][CH2:1]3)=[CH:17][CH:16]=2)[N:22]=1, predict the reactants needed to synthesize it. The reactants are: [CH2:1]1[N:6]([CH2:7][CH2:8][CH2:9][CH2:10][O:11][C:12]2[CH:17]=[CH:16][C:15]3[CH:18]=[CH:19][C:20]([NH:22][C:14]=3[CH:13]=2)=[O:21])[CH2:5][CH2:4][N:3]([C:23]2[CH:28]=[CH:27][CH:26]=[C:25]([Cl:29])[C:24]=2[Cl:30])[CH2:2]1.CC(C)([O-])C.[K+].CC1CCCO1.Cl[C:44]([O:46][CH2:47][CH2:48][CH2:49][CH2:50][CH2:51][CH3:52])=[O:45]. (2) Given the product [CH3:14][O:15][C:16]1[CH:21]=[CH:20][C:19]([CH2:22][C:23]([C:24]2[O:10][N:9]=[C:7]([C:6]3[CH:11]=[CH:12][CH:13]=[C:4]([N+:1]([O-:3])=[O:2])[CH:5]=3)[N:8]=2)=[O:29])=[CH:18][CH:17]=1, predict the reactants needed to synthesize it. The reactants are: [N+:1]([C:4]1[CH:5]=[C:6]([CH:11]=[CH:12][CH:13]=1)[C:7](=[N:9][OH:10])[NH2:8])([O-:3])=[O:2].[CH3:14][O:15][C:16]1[CH:21]=[CH:20][C:19]([CH2:22][C:23](=[O:29])[CH2:24]C(OC)=O)=[CH:18][CH:17]=1.C1(C)C=CC=CC=1. (3) Given the product [CH2:17]([O:19][C:20](=[O:28])[C:21]1[CH:26]=[CH:25][C:24]([O:27][C:6]2[C:5]([N+:9]([O-:11])=[O:10])=[CH:4][N:3]=[C:2]([Cl:1])[N:7]=2)=[CH:23][CH:22]=1)[CH3:18], predict the reactants needed to synthesize it. The reactants are: [Cl:1][C:2]1[N:7]=[C:6](Cl)[C:5]([N+:9]([O-:11])=[O:10])=[CH:4][N:3]=1.C([O-])(O)=O.[Na+].[CH2:17]([O:19][C:20](=[O:28])[C:21]1[CH:26]=[CH:25][C:24]([OH:27])=[CH:23][CH:22]=1)[CH3:18]. (4) Given the product [NH2:50][C@@H:49]([CH2:48][C:47]1[CH:68]=[C:69]([F:71])[CH:70]=[C:45]([F:44])[CH:46]=1)[C@@H:53]([C@H:54]1[CH2:59][CH2:58][CH2:57][CH2:56][N:55]1[CH:60]([C:73]1[CH:74]=[CH:75][CH:96]=[CH:97][CH:98]=1)[C:2]1[CH:3]=[CH:4][CH:40]=[CH:41][CH:42]=1)[OH:52], predict the reactants needed to synthesize it. The reactants are: F[C:2]1[CH:3]=[C:4]([CH:40]=[C:41](F)[CH:42]=1)C[C@H](C(N1[C@@H](C[C:2]2[CH:42]=[CH:41][CH:40]=[CH:4][CH:3]=2)COC1=O)=O)[C@@H]([C@H]1C[C@@H](OCC=C)CN1C(OC(C)(C)C)=O)O.[F:44][C:45]1[CH:46]=[C:47]([CH:68]=[C:69]([F:71])[CH:70]=1)[CH2:48][C@H:49]1[C@@H:53]([C@H:54]2[CH2:59][CH2:58][CH2:57][CH2:56][N:55]2[C:60](OC(C)(C)C)=O)[O:52]C(=O)[NH:50]1.F[C:73]1[CH:74]=[C:75]([CH:96]=[C:97](F)[CH:98]=1)C[C@@H]([C@@H](C1CCCCN1C(OC(C)(C)C)=O)O)C(O)=O.C1(P(N=[N+]=[N-])(C2C=CC=CC=2)=O)C=CC=CC=1.